This data is from Peptide-MHC class II binding affinity with 134,281 pairs from IEDB. The task is: Regression. Given a peptide amino acid sequence and an MHC pseudo amino acid sequence, predict their binding affinity value. This is MHC class II binding data. The peptide sequence is TPQPMELKYSWKTWG. The MHC is DRB1_0101 with pseudo-sequence DRB1_0101. The binding affinity (normalized) is 0.476.